This data is from NCI-60 drug combinations with 297,098 pairs across 59 cell lines. The task is: Regression. Given two drug SMILES strings and cell line genomic features, predict the synergy score measuring deviation from expected non-interaction effect. (1) Drug 1: C1=CC(=CC=C1CCCC(=O)O)N(CCCl)CCCl. Drug 2: C1=NC2=C(N1)C(=S)N=C(N2)N. Cell line: 786-0. Synergy scores: CSS=69.8, Synergy_ZIP=-6.42, Synergy_Bliss=-3.61, Synergy_Loewe=-3.55, Synergy_HSA=0.640. (2) Drug 1: C1=C(C(=O)NC(=O)N1)N(CCCl)CCCl. Drug 2: C1=CN(C(=O)N=C1N)C2C(C(C(O2)CO)O)O.Cl. Cell line: UACC62. Synergy scores: CSS=33.8, Synergy_ZIP=-10.5, Synergy_Bliss=0.866, Synergy_Loewe=2.19, Synergy_HSA=3.73. (3) Drug 1: CCC1=C2CN3C(=CC4=C(C3=O)COC(=O)C4(CC)O)C2=NC5=C1C=C(C=C5)O. Drug 2: C(CCl)NC(=O)N(CCCl)N=O. Cell line: KM12. Synergy scores: CSS=38.6, Synergy_ZIP=-7.97, Synergy_Bliss=-1.15, Synergy_Loewe=-38.0, Synergy_HSA=-0.319. (4) Drug 1: CNC(=O)C1=CC=CC=C1SC2=CC3=C(C=C2)C(=NN3)C=CC4=CC=CC=N4. Drug 2: C(CCl)NC(=O)N(CCCl)N=O. Cell line: BT-549. Synergy scores: CSS=-3.11, Synergy_ZIP=1.52, Synergy_Bliss=-0.539, Synergy_Loewe=-3.56, Synergy_HSA=-3.28. (5) Drug 1: C1=CC(=CC=C1CC(C(=O)O)N)N(CCCl)CCCl.Cl. Drug 2: CC1CCC2CC(C(=CC=CC=CC(CC(C(=O)C(C(C(=CC(C(=O)CC(OC(=O)C3CCCCN3C(=O)C(=O)C1(O2)O)C(C)CC4CCC(C(C4)OC)OCCO)C)C)O)OC)C)C)C)OC. Cell line: M14. Synergy scores: CSS=14.4, Synergy_ZIP=0.972, Synergy_Bliss=7.00, Synergy_Loewe=1.59, Synergy_HSA=4.98. (6) Drug 2: CC1C(C(CC(O1)OC2CC(CC3=C2C(=C4C(=C3O)C(=O)C5=CC=CC=C5C4=O)O)(C(=O)C)O)N)O. Synergy scores: CSS=42.2, Synergy_ZIP=2.23, Synergy_Bliss=1.77, Synergy_Loewe=-30.1, Synergy_HSA=1.26. Cell line: HOP-62. Drug 1: C1CC(=O)NC(=O)C1N2CC3=C(C2=O)C=CC=C3N. (7) Drug 1: CN1CCC(CC1)COC2=C(C=C3C(=C2)N=CN=C3NC4=C(C=C(C=C4)Br)F)OC. Drug 2: C1CCC(C1)C(CC#N)N2C=C(C=N2)C3=C4C=CNC4=NC=N3. Cell line: EKVX. Synergy scores: CSS=29.5, Synergy_ZIP=-4.04, Synergy_Bliss=4.59, Synergy_Loewe=5.40, Synergy_HSA=7.29. (8) Drug 1: CC1=CC2C(CCC3(C2CCC3(C(=O)C)OC(=O)C)C)C4(C1=CC(=O)CC4)C. Drug 2: CC(C)CN1C=NC2=C1C3=CC=CC=C3N=C2N. Cell line: NCI-H226. Synergy scores: CSS=-5.40, Synergy_ZIP=4.51, Synergy_Bliss=1.09, Synergy_Loewe=-4.47, Synergy_HSA=-4.88. (9) Cell line: UACC-257. Drug 1: C1=CC=C(C=C1)NC(=O)CCCCCCC(=O)NO. Synergy scores: CSS=29.7, Synergy_ZIP=-10.1, Synergy_Bliss=-1.58, Synergy_Loewe=-10.8, Synergy_HSA=-0.143. Drug 2: CC1=C(N=C(N=C1N)C(CC(=O)N)NCC(C(=O)N)N)C(=O)NC(C(C2=CN=CN2)OC3C(C(C(C(O3)CO)O)O)OC4C(C(C(C(O4)CO)O)OC(=O)N)O)C(=O)NC(C)C(C(C)C(=O)NC(C(C)O)C(=O)NCCC5=NC(=CS5)C6=NC(=CS6)C(=O)NCCC[S+](C)C)O. (10) Drug 1: C1=C(C(=O)NC(=O)N1)N(CCCl)CCCl. Drug 2: CC1=CC=C(C=C1)C2=CC(=NN2C3=CC=C(C=C3)S(=O)(=O)N)C(F)(F)F. Cell line: M14. Synergy scores: CSS=2.87, Synergy_ZIP=-6.61, Synergy_Bliss=-12.7, Synergy_Loewe=-14.0, Synergy_HSA=-14.2.